Dataset: Full USPTO retrosynthesis dataset with 1.9M reactions from patents (1976-2016). Task: Predict the reactants needed to synthesize the given product. (1) The reactants are: [Br:1][C:2]1[CH:7]=[CH:6][C:5]([C:8]2([C:11](O)=[O:12])[CH2:10][CH2:9]2)=[C:4]([F:14])[CH:3]=1.Cl.C(N=C=NCCCN(C)C)C.O.O[N:29]1C2C=CC=CC=2N=[N:30]1.C(N(CC)CC)C. Given the product [Br:1][C:2]1[CH:7]=[CH:6][C:5]([C:8]2([C:11]([NH:29][NH2:30])=[O:12])[CH2:10][CH2:9]2)=[C:4]([F:14])[CH:3]=1, predict the reactants needed to synthesize it. (2) Given the product [NH2:19][C:15]1[CH:16]=[CH:17][CH:18]=[C:11]([O:10][C@H:7]2[CH2:8][CH2:9][C@H:4]([CH2:3][O:2][CH3:1])[CH2:5][CH2:6]2)[C:12]=1[C:13]#[N:14], predict the reactants needed to synthesize it. The reactants are: [CH3:1][O:2][CH2:3][C@H:4]1[CH2:9][CH2:8][C@H:7]([O:10][C:11]2[CH:18]=[CH:17][CH:16]=[C:15]([N+:19]([O-])=O)[C:12]=2[C:13]#[N:14])[CH2:6][CH2:5]1. (3) Given the product [C:1]([O:5][C:6]([N:8]1[CH2:13][CH2:12][C:11]([CH:16]2[CH2:21][CH2:20][CH2:19][CH2:18][CH2:17]2)([CH2:14][NH:22][C:23]2[S:24][CH:25]=[CH:26][N:27]=2)[CH2:10][CH2:9]1)=[O:7])([CH3:4])([CH3:3])[CH3:2], predict the reactants needed to synthesize it. The reactants are: [C:1]([O:5][C:6]([N:8]1[CH2:13][CH2:12][C:11]([CH:16]2[CH2:21][CH2:20][CH2:19][CH2:18][CH2:17]2)([CH:14]=O)[CH2:10][CH2:9]1)=[O:7])([CH3:4])([CH3:3])[CH3:2].[NH2:22][C:23]1[S:24][CH:25]=[CH:26][N:27]=1.C(O[BH-](OC(=O)C)OC(=O)C)(=O)C.[Na+]. (4) Given the product [NH2:25][C:11]1[N:12]=[CH:13][C:14]([C:38]2[CH:37]=[N:36][N:35]([C@@H:33]3[CH2:32][NH:31][C@@H:30]([C:28]([OH:29])=[O:27])[CH2:34]3)[CH:39]=2)=[CH:15][C:10]=1[C:2]1[S:1][C:5]2[CH:6]=[CH:7][CH:8]=[CH:9][C:4]=2[N:3]=1, predict the reactants needed to synthesize it. The reactants are: [S:1]1[C:5]2[CH:6]=[CH:7][CH:8]=[CH:9][C:4]=2[N:3]=[C:2]1[C:10]1[C:11]([NH2:25])=[N:12][CH:13]=[C:14](B2OC(C)(C)C(C)(C)O2)[CH:15]=1.C[O:27][C:28]([C@H:30]1[CH2:34][C@H:33]([N:35]2[CH:39]=[C:38](I)[CH:37]=[N:36]2)[CH2:32][N:31]1C(OCC1C=CC=CC=1)=O)=[O:29].[F-].O1CCOCC1. (5) Given the product [CH:7](/[CH:6]1[S:5][CH2:1][CH2:2][CH2:3][S:4]1)=[CH:8]\[CH:9]=[CH:10]\[CH3:11], predict the reactants needed to synthesize it. The reactants are: [CH2:1]([SH:5])[CH2:2][CH2:3][SH:4].[CH:6](=O)[CH:7]=[CH:8][CH:9]=[CH:10][CH3:11].OS(O)(=O)=O.[OH-].[K+]. (6) Given the product [Br:1][C:2]1[C:10]2[N:9]=[C:8]([O:27][C:20]3[C:21]([CH3:26])=[CH:22][C:23]([Cl:25])=[CH:24][C:19]=3[Cl:18])[N:7]([CH3:12])[C:6]=2[C:5]([CH:13]([CH2:16][CH3:17])[CH2:14][CH3:15])=[CH:4][CH:3]=1, predict the reactants needed to synthesize it. The reactants are: [Br:1][C:2]1[C:10]2[N:9]=[C:8](Cl)[N:7]([CH3:12])[C:6]=2[C:5]([CH:13]([CH2:16][CH3:17])[CH2:14][CH3:15])=[CH:4][CH:3]=1.[Cl:18][C:19]1[CH:24]=[C:23]([Cl:25])[CH:22]=[C:21]([CH3:26])[C:20]=1[OH:27].C(=O)([O-])[O-].[K+].[K+].CN(C)C=O. (7) Given the product [NH2:1][C:2]1[CH:3]=[C:4]([CH:8]=[C:9]([O:11][CH3:12])[CH:10]=1)[C:5]([NH:21][CH2:20][CH2:19][N:16]1[CH2:17][CH2:18][O:13][CH2:14][CH2:15]1)=[O:7], predict the reactants needed to synthesize it. The reactants are: [NH2:1][C:2]1[CH:3]=[C:4]([CH:8]=[C:9]([O:11][CH3:12])[CH:10]=1)[C:5]([OH:7])=O.[O:13]1[CH2:18][CH2:17][N:16]([CH2:19][CH2:20][NH2:21])[CH2:15][CH2:14]1.CCN(C(C)C)C(C)C.CN(C(ON1N=NC2C=CC=NC1=2)=[N+](C)C)C.F[P-](F)(F)(F)(F)F. (8) Given the product [Cl:18][C:19]1[N:24]=[CH:23][C:22]([C:2]2[C:10]3[N:9]4[CH2:11][CH2:12][NH:13][C:14](=[O:15])[C:8]4=[C:7]([CH3:16])[C:6]=3[CH:5]=[C:4]([F:17])[CH:3]=2)=[CH:21][CH:20]=1, predict the reactants needed to synthesize it. The reactants are: Br[C:2]1[C:10]2[N:9]3[CH2:11][CH2:12][NH:13][C:14](=[O:15])[C:8]3=[C:7]([CH3:16])[C:6]=2[CH:5]=[C:4]([F:17])[CH:3]=1.[Cl:18][C:19]1[N:24]=[CH:23][C:22](B(O)O)=[CH:21][CH:20]=1.